Dataset: Catalyst prediction with 721,799 reactions and 888 catalyst types from USPTO. Task: Predict which catalyst facilitates the given reaction. (1) Reactant: [H-].[H-].[H-].[H-].[Li+].[Al+3].[CH2:7]([C:25]([CH2:47][CH2:48][CH2:49][CH2:50][CH2:51][CH2:52][CH2:53][CH2:54][CH2:55][CH2:56][CH2:57][CH2:58][CH2:59][CH2:60][CH2:61][CH2:62][CH2:63][CH3:64])([CH2:29][CH2:30][CH2:31][CH2:32][CH2:33][CH2:34][CH2:35][CH2:36][CH2:37][CH2:38][CH2:39][CH2:40][CH2:41][CH2:42][CH2:43][CH2:44][CH2:45][CH3:46])[C:26](O)=[O:27])[CH2:8][CH2:9][CH2:10][CH2:11][CH2:12][CH2:13][CH2:14][CH2:15][CH2:16][CH2:17][CH2:18][CH2:19][CH2:20][CH2:21][CH2:22][CH2:23][CH3:24].O.Cl. Product: [CH2:47]([C:25]([CH2:7][CH2:8][CH2:9][CH2:10][CH2:11][CH2:12][CH2:13][CH2:14][CH2:15][CH2:16][CH2:17][CH2:18][CH2:19][CH2:20][CH2:21][CH2:22][CH2:23][CH3:24])([CH2:29][CH2:30][CH2:31][CH2:32][CH2:33][CH2:34][CH2:35][CH2:36][CH2:37][CH2:38][CH2:39][CH2:40][CH2:41][CH2:42][CH2:43][CH2:44][CH2:45][CH3:46])[CH2:26][OH:27])[CH2:48][CH2:49][CH2:50][CH2:51][CH2:52][CH2:53][CH2:54][CH2:55][CH2:56][CH2:57][CH2:58][CH2:59][CH2:60][CH2:61][CH2:62][CH2:63][CH3:64]. The catalyst class is: 1. (2) The catalyst class is: 3. Reactant: [CH3:1][C:2]([CH3:22])([CH3:21])[C:3]#[C:4][C:5]1[CH:10]=[C:9]([N+:11]([O-:13])=[O:12])[C:8]([F:14])=[CH:7][C:6]=1[NH:15]C(=O)CCC.CCCC[N+](CCCC)(CCCC)CCCC.[F-].O. Product: [C:2]([C:3]1[NH:15][C:6]2[C:5]([CH:4]=1)=[CH:10][C:9]([N+:11]([O-:13])=[O:12])=[C:8]([F:14])[CH:7]=2)([CH3:22])([CH3:21])[CH3:1]. (3) Reactant: [NH2:1][C:2]1[N:3]=[C:4]([CH3:35])[C:5]2=[C:6]([CH2:8][C@H:9]([C:20]3[CH:25]=[CH:24][C:23]([F:26])=[CH:22][C:21]=3[C:27]3[CH:32]=[CH:31][CH:30]=[C:29]([O:33][CH3:34])[N:28]=3)[NH:10]/[C:11]/2=[N:12]\[O:13][CH2:14][CH2:15][CH2:16][C:17]([OH:19])=O)[N:7]=1.[CH3:36][N:37]1CCOC[CH2:38]1.ClC(OCC(C)C)=O.CNC.CO. Product: [NH2:1][C:2]1[N:3]=[C:4]([CH3:35])[C:5]2=[C:6]([CH2:8][C@H:9]([C:20]3[CH:25]=[CH:24][C:23]([F:26])=[CH:22][C:21]=3[C:27]3[CH:32]=[CH:31][CH:30]=[C:29]([O:33][CH3:34])[N:28]=3)[NH:10]/[C:11]/2=[N:12]\[O:13][CH2:14][CH2:15][CH2:16][C:17]([N:37]([CH3:38])[CH3:36])=[O:19])[N:7]=1. The catalyst class is: 1. (4) Reactant: [CH2:1]([O:3][C:4]1[CH:9]=[CH:8][C:7]([S:10](Cl)(=[O:12])=[O:11])=[CH:6][C:5]=1[C:14]1[NH:19][C:18](=[O:20])[C:17]2=[C:21]([CH3:27])[N:22]=[C:23]([CH2:24][CH2:25][CH3:26])[N:16]2[N:15]=1)[CH3:2].C(N(CC)CC)C.FC(F)(F)C(O)=O.[CH3:42][O:43][P:44]([CH2:48][N:49]1[CH2:54][CH2:53][NH:52][CH2:51][CH2:50]1)([O:46][CH3:47])=[O:45].C(OC1C=CC(S(N2CCN(P(OC)(OC)=O)CC2C)(=O)=O)=CC=1C1NC(=O)C2=C(C)N=C(CCC)N2N=1)C. Product: [CH2:1]([O:3][C:4]1[CH:9]=[CH:8][C:7]([S:10]([N:52]2[CH2:51][CH2:50][N:49]([CH2:48][P:44]([O:43][CH3:42])([O:46][CH3:47])=[O:45])[CH2:54][CH2:53]2)(=[O:12])=[O:11])=[CH:6][C:5]=1[C:14]1[NH:19][C:18](=[O:20])[C:17]2=[C:21]([CH3:27])[N:22]=[C:23]([CH2:24][CH2:25][CH3:26])[N:16]2[N:15]=1)[CH3:2]. The catalyst class is: 98. (5) Reactant: [N:1]1([CH2:8][CH2:9][OH:10])[CH2:7][CH2:6][CH2:5][CH2:4][CH2:3][CH2:2]1.[H-].[Na+].Br[C:14]1[CH:19]=[CH:18][C:17]([Br:20])=[CH:16][N:15]=1.O. Product: [Br:20][C:17]1[CH:18]=[CH:19][C:14]([O:10][CH2:9][CH2:8][N:1]2[CH2:7][CH2:6][CH2:5][CH2:4][CH2:3][CH2:2]2)=[N:15][CH:16]=1. The catalyst class is: 9. (6) Product: [N:16]1[N:15]2[CH2:17][CH2:18][CH2:19][C:14]2=[CH:13][C:12]=1[CH:10]=[O:11]. The catalyst class is: 30. Reactant: [H-].[Al+3].[Li+].[H-].[H-].[H-].CON(C)[C:10]([C:12]1[CH:13]=[C:14]2[CH2:19][CH2:18][CH2:17][N:15]2[N:16]=1)=[O:11].S([O-])([O-])(=O)=O.[Na+].[Na+].S([O-])([O-])(=O)=O.[Mg+2]. (7) Reactant: COC1C=C2C(=CC=1)C=C(C1C=CN=C(C3CCC(CN)CC3)N=1)C=C2.[F:27][C:28]([F:58])([F:57])[C:29]([NH:31][CH2:32][CH:33]1[CH2:38][CH2:37][N:36]([C:39]2[N:44]=[C:43]([C:45]3[CH:54]=[CH:53][C:52]4[C:47](=[CH:48][CH:49]=[C:50]([O:55][CH3:56])[CH:51]=4)[CH:46]=3)[CH:42]=[CH:41][N:40]=2)[CH2:35][CH2:34]1)=[O:30].C(Cl)Cl.FC(F)(F)C(OCC)=O. Product: [F:57][C:28]([F:27])([F:58])[C:29]([NH:31][CH2:32][CH:33]1[CH2:38][CH2:37][N:36]([C:39]2[N:44]=[C:43]([C:45]3[CH:54]=[CH:53][C:52]4[C:47](=[CH:48][CH:49]=[C:50]([O:55][CH3:56])[CH:51]=4)[CH:46]=3)[CH:42]=[CH:41][N:40]=2)[CH2:35][CH2:34]1)=[O:30]. The catalyst class is: 5.